This data is from Reaction yield outcomes from USPTO patents with 853,638 reactions. The task is: Predict the reaction yield, written as a fraction of the theoretical maximum amount of product (1.0 means a 100% yield; for example, 0.34 means a 34% yield). (1) The reactants are [Cl:1][C:2]1[N:7]=[CH:6][C:5]([C:8]([N:10]2[CH:14]([CH3:15])[CH2:13][CH2:12][CH:11]2[CH3:16])=O)=[C:4]([NH:17][NH2:18])[CH:3]=1.P(Cl)(Cl)(Cl)(Cl)Cl.O. The catalyst is C1(C)C=CC=CC=1. The product is [Cl:1][C:2]1[N:7]=[CH:6][C:5]2[C:8]([N:10]3[CH:14]([CH3:15])[CH2:13][CH2:12][CH:11]3[CH3:16])=[N:18][NH:17][C:4]=2[CH:3]=1. The yield is 0.370. (2) The reactants are [Br:1][C:2]1[CH:7]=[CH:6][C:5]([NH:8][C:9]2[C:10]([C:19](O)=[O:20])=[CH:11][C:12]3[NH:16][CH:15]=[N:14][C:13]=3[C:17]=2[F:18])=[C:4]([Cl:22])[CH:3]=1.C1C=[CH:25][C:26]2N(O)N=N[C:27]=2[CH:28]=1.C(N(CC)CC)C.Cl.C1([N:44](C)[OH:45])CC1.CCN=C=NCCCN(C)C. The catalyst is CN(C=O)C.C(OCC)(=O)C.O. The product is [CH:26]1([CH2:25][O:45][NH:44][C:19]([C:10]2[C:9]([NH:8][C:5]3[CH:6]=[CH:7][C:2]([Br:1])=[CH:3][C:4]=3[Cl:22])=[C:17]([F:18])[C:13]3[N:14]=[CH:15][NH:16][C:12]=3[CH:11]=2)=[O:20])[CH2:27][CH2:28]1. The yield is 0.890. (3) The reactants are O=[C:2]1[CH2:7][CH2:6][N:5]([C:8]([O:10][C:11]([CH3:14])([CH3:13])[CH3:12])=[O:9])[CH2:4][CH2:3]1.[H][H].[CH3:17][NH2:18]. The catalyst is [Pd]. The product is [CH3:17][NH:18][CH:2]1[CH2:7][CH2:6][N:5]([C:8]([O:10][C:11]([CH3:14])([CH3:13])[CH3:12])=[O:9])[CH2:4][CH2:3]1. The yield is 0.980. (4) The reactants are [Br:1][C:2]1[CH:3]=[N:4][CH:5]=[CH:6][C:7]=1F.C[O-].[Na+].CO.C(O)(=O)C[C:16](CC(O)=O)(C(O)=O)[OH:17]. No catalyst specified. The product is [Br:1][C:2]1[CH:3]=[N:4][CH:5]=[CH:6][C:7]=1[O:17][CH3:16]. The yield is 0.400. (5) The reactants are [CH3:1][S:2][C:3]1[C:4]([C:8]2[CH:9]=[N:10][CH:11]=[CH:12][CH:13]=2)=[N:5][NH:6][CH:7]=1.C(SSC[C:18]1[O:19][CH:15]=[CH:16][CH:17]=1)[C:15]1[O:19][CH:18]=[CH:17][CH:16]=1.IC1C(C2C=NC=CC=2)=NNC=1. The catalyst is C(OCC)(=O)C. The product is [O:19]1[CH:15]=[CH:16][CH:17]=[C:18]1[CH2:1][S:2][C:3]1[C:4]([C:8]2[CH:9]=[N:10][CH:11]=[CH:12][CH:13]=2)=[N:5][NH:6][CH:7]=1. The yield is 0.540. (6) The reactants are C(N(CC)CC)C.[CH2:8]([O:10][C:11](=[O:23])[CH2:12][CH2:13][CH2:14][CH2:15][CH2:16][CH2:17][C:18](OCC)=[NH:19])[CH3:9].[C:24]([NH:32][NH2:33])(=[O:31])[C:25]1[CH:30]=[CH:29][CH:28]=[CH:27][CH:26]=1. The catalyst is C(O)C. The product is [CH2:8]([O:10][C:11](=[O:23])[CH2:12][CH2:13][CH2:14][CH2:15][CH2:16][CH2:17][C:18]([NH2:19])=[N:33][NH:32][C:24](=[O:31])[C:25]1[CH:30]=[CH:29][CH:28]=[CH:27][CH:26]=1)[CH3:9]. The yield is 0.640.